This data is from Full USPTO retrosynthesis dataset with 1.9M reactions from patents (1976-2016). The task is: Predict the reactants needed to synthesize the given product. (1) Given the product [Cl:1][C:2]1[S:3][C:4]([Cl:12])=[C:5]2[C:9](=[O:11])[CH2:8][CH2:7][C:6]=12, predict the reactants needed to synthesize it. The reactants are: [Cl:1][C:2]1[S:3][C:4]([Cl:12])=[CH:5][C:6]=1[CH2:7][CH2:8][C:9]([OH:11])=O.C(Cl)(=O)C(Cl)=O.[Cl-].[Al+3].[Cl-].[Cl-]. (2) The reactants are: [C:1]([O:5][C:6](=[O:35])[N:7]([C@H:11]1[CH2:19][CH2:18][CH2:17][C@H:16]([CH2:20][C:21]2[CH:26]=[CH:25][C:24]([O:27][CH3:28])=[CH:23][CH:22]=2)[C@@H:15]([O:29][CH2:30][CH:31]=[CH2:32])[C@H:14]([CH3:33])[O:13][C:12]1=[O:34])[CH2:8][O:9][CH3:10])([CH3:4])([CH3:3])[CH3:2]. Given the product [C:1]([O:5][C:6](=[O:35])[N:7]([C@H:11]1[CH2:19][CH2:18][CH2:17][C@H:16]([CH2:20][C:21]2[CH:26]=[CH:25][C:24]([O:27][CH3:28])=[CH:23][CH:22]=2)[C@@H:15]([O:29][CH2:30][CH2:31][CH3:32])[C@H:14]([CH3:33])[O:13][C:12]1=[O:34])[CH2:8][O:9][CH3:10])([CH3:2])([CH3:3])[CH3:4], predict the reactants needed to synthesize it. (3) Given the product [CH3:31][O:32][C:33]1[CH:38]=[C:37]([C:2]2[CH:7]=[CH:6][CH:5]=[CH:4][C:3]=2[S:8][CH2:9][C:10]([N:12]([CH:22]([CH3:24])[CH3:23])[NH:13][C:14](=[O:21])[C:15]2[CH:20]=[CH:19][CH:18]=[CH:17][CH:16]=2)=[O:11])[CH:36]=[CH:35][CH:34]=1, predict the reactants needed to synthesize it. The reactants are: Br[C:2]1[CH:7]=[CH:6][CH:5]=[CH:4][C:3]=1[S:8][CH2:9][C:10]([N:12]([CH:22]([CH3:24])[CH3:23])[NH:13][C:14](=[O:21])[C:15]1[CH:20]=[CH:19][CH:18]=[CH:17][CH:16]=1)=[O:11].C([O-])([O-])=O.[Na+].[Na+].[CH3:31][O:32][C:33]1[CH:34]=[C:35](B(O)O)[CH:36]=[CH:37][CH:38]=1.